Dataset: Reaction yield outcomes from USPTO patents with 853,638 reactions. Task: Predict the reaction yield, written as a fraction of the theoretical maximum amount of product (1.0 means a 100% yield; for example, 0.34 means a 34% yield). (1) The reactants are [Cl:1][C:2]1[CH:3]=[C:4]([S:8]([NH:11][C:12]2[CH:20]=[CH:19][C:15]([C:16]([OH:18])=[O:17])=[C:14]([OH:21])[CH:13]=2)(=[O:10])=[O:9])[S:5][C:6]=1[Cl:7].[CH2:22](O)[CH2:23][CH2:24][CH2:25][CH2:26][CH3:27]. No catalyst specified. The product is [Cl:1][C:2]1[CH:3]=[C:4]([S:8]([NH:11][C:12]2[CH:20]=[CH:19][C:15]([C:16]([O:18][CH2:22][CH2:23][CH2:24][CH2:25][CH2:26][CH3:27])=[O:17])=[C:14]([OH:21])[CH:13]=2)(=[O:9])=[O:10])[S:5][C:6]=1[Cl:7]. The yield is 0.710. (2) The reactants are [C:1]([OH:6])(=O)[C@H:2]([CH3:4])[OH:3].O.ON1C2C=CC=CC=2N=N1.Cl.CN(CCCN=C=NCC)C.C(N(CC)CC)C.[CH3:37][C@@H:38]1[NH:43][CH2:42][CH2:41][N:40]([C:44]2[N:45]([CH2:66][C:67]([F:70])([F:69])[F:68])[C:46]3[C:51]([N:52]=2)=[C:50]([N:53]2[CH2:58][CH2:57][O:56][CH2:55][CH2:54]2)[N:49]=[C:48]([C:59]2[CH:60]=[N:61][C:62]([NH2:65])=[N:63][CH:64]=2)[N:47]=3)[CH2:39]1. The catalyst is C(Cl)Cl.CO.CN(C)C=O.C(Cl)Cl. The product is [NH2:65][C:62]1[N:63]=[CH:64][C:59]([C:48]2[N:47]=[C:46]3[C:51]([N:52]=[C:44]([N:40]4[CH2:41][CH2:42][N:43]([C:1](=[O:6])[C@@H:2]([OH:3])[CH3:4])[C@@H:38]([CH3:37])[CH2:39]4)[N:45]3[CH2:66][C:67]([F:69])([F:68])[F:70])=[C:50]([N:53]3[CH2:54][CH2:55][O:56][CH2:57][CH2:58]3)[N:49]=2)=[CH:60][N:61]=1. The yield is 0.470. (3) The product is [CH3:15][O:16][C:17]1[CH:22]=[C:21]([O:23][CH3:24])[CH:20]=[CH:19][C:18]=1[N:25]1[CH2:26][CH2:27][N:28]([C:2]2[C:3]([CH3:14])=[C:4]([CH3:13])[C:5]3[O:9][CH:8]([CH3:10])[CH2:7][C:6]=3[C:11]=2[CH3:12])[CH2:29][CH2:30]1. No catalyst specified. The reactants are Br[C:2]1[C:3]([CH3:14])=[C:4]([CH3:13])[C:5]2[O:9][CH:8]([CH3:10])[CH2:7][C:6]=2[C:11]=1[CH3:12].[CH3:15][O:16][C:17]1[CH:22]=[C:21]([O:23][CH3:24])[CH:20]=[CH:19][C:18]=1[N:25]1[CH2:30][CH2:29][NH:28][CH2:27][CH2:26]1. The yield is 0.540. (4) The reactants are [Br:1][C:2]1[CH:15]=[C:14]2[C:5]([O:6][C:7]3[C:8]([F:35])=[CH:9][C:10]([O:33][CH3:34])=[CH:11][C:12]=3[C:13]32[CH2:20][CH2:19][O:18][C:17]([NH:21]C(=O)C2C=CC([N+]([O-])=O)=CC=2)=[N:16]3)=[CH:4][CH:3]=1.[OH-].[Na+]. The catalyst is CO. The product is [Br:1][C:2]1[CH:15]=[C:14]2[C:5]([O:6][C:7]3[C:8]([F:35])=[CH:9][C:10]([O:33][CH3:34])=[CH:11][C:12]=3[C:13]32[CH2:20][CH2:19][O:18][C:17]([NH2:21])=[N:16]3)=[CH:4][CH:3]=1. The yield is 0.509.